This data is from Forward reaction prediction with 1.9M reactions from USPTO patents (1976-2016). The task is: Predict the product of the given reaction. (1) Given the reactants [C:1]([C:3]1[CH:4]=[C:5]2[C:9](=[CH:10][CH:11]=1)[NH:8][C:7]([OH:12])=[C:6]2[C:13]1[CH:24]=[CH:23][C:16]([C:17](N(OC)C)=[O:18])=[CH:15][N:14]=1)#[N:2].[H-].[H-].[H-].[H-].[Li+].[Al+3], predict the reaction product. The product is: [CH:17]([C:16]1[CH:23]=[CH:24][C:13]([C:6]2[C:5]3[C:9](=[CH:10][CH:11]=[C:3]([C:1]#[N:2])[CH:4]=3)[NH:8][C:7]=2[OH:12])=[N:14][CH:15]=1)=[O:18]. (2) Given the reactants Cl[C:2]1[C:3]2[C:4](=[CH:13][N:14](CC3C=CC(OC)=CC=3)[N:15]=2)[N:5]=[C:6]([C:8]2[CH:12]=[CH:11][S:10][CH:9]=2)[N:7]=1.[C:25]([N:29]1[CH2:34][CH2:33][N:32]([C:35]2[CH:41]=[CH:40][C:38]([NH2:39])=[CH:37][CH:36]=2)[CH2:31][CH2:30]1)([CH3:28])([CH3:27])[CH3:26].Cl, predict the reaction product. The product is: [C:25]([N:29]1[CH2:34][CH2:33][N:32]([C:35]2[CH:36]=[CH:37][C:38]([NH:39][C:2]3[C:3]4[NH:15][N:14]=[CH:13][C:4]=4[N:5]=[C:6]([C:8]4[CH:12]=[CH:11][S:10][CH:9]=4)[N:7]=3)=[CH:40][CH:41]=2)[CH2:31][CH2:30]1)([CH3:28])([CH3:26])[CH3:27].